This data is from Forward reaction prediction with 1.9M reactions from USPTO patents (1976-2016). The task is: Predict the product of the given reaction. (1) Given the reactants [CH3:1][O:2][C:3]1[CH:8]=[CH:7][C:6]([C:9]([C:44]2[CH:49]=[CH:48][C:47]([O:50][CH3:51])=[CH:46][CH:45]=2)([C:38]2[CH:43]=[CH:42][CH:41]=[CH:40][CH:39]=2)[NH:10][C:11]2[O:12][C@H:13]([C:34]([F:37])([F:36])[F:35])[CH2:14][C@:15]([C:19]3[CH:24]=[C:23](B4OCC(C)(C)CO4)[CH:22]=[CH:21][C:20]=3[F:33])([CH2:17][F:18])[N:16]=2)=[CH:5][CH:4]=1.Br[C:53]1[CH:54]=[N:55][CH:56]=[C:57]([C:59]2[CH:63]=[C:62]([CH3:64])[NH:61][N:60]=2)[CH:58]=1.C(=O)([O-])[O-].[Cs+].[Cs+], predict the reaction product. The product is: [CH3:1][O:2][C:3]1[CH:8]=[CH:7][C:6]([C:9]([C:44]2[CH:45]=[CH:46][C:47]([O:50][CH3:51])=[CH:48][CH:49]=2)([C:38]2[CH:43]=[CH:42][CH:41]=[CH:40][CH:39]=2)[NH:10][C:11]2[O:12][C@H:13]([C:34]([F:36])([F:37])[F:35])[CH2:14][C@:15]([C:19]3[CH:24]=[C:23]([C:53]4[CH:54]=[N:55][CH:56]=[C:57]([C:59]5[CH:63]=[C:62]([CH3:64])[NH:61][N:60]=5)[CH:58]=4)[CH:22]=[CH:21][C:20]=3[F:33])([CH2:17][F:18])[N:16]=2)=[CH:5][CH:4]=1. (2) Given the reactants [C:1]1([CH2:7][O:8][C:9]2[CH:14]=[CH:13][CH:12]=[CH:11][C:10]=2B(O)O)[CH:6]=[CH:5][CH:4]=[CH:3][CH:2]=1.[Br-].Br[C:20]1[CH:21]=[C:22]([C:26]2[CH:31]=[CH:30][CH:29]=[CH:28][C:27]=2/[CH:32]=[CH:33]/[C:34]([O:36][CH2:37][CH3:38])=[O:35])[CH:23]=[CH:24][CH:25]=1.C([O-])([O-])=O.[Na+].[Na+], predict the reaction product. The product is: [C:1]1([CH2:7][O:8][C:9]2[CH:14]=[CH:13][CH:12]=[CH:11][C:10]=2[C:24]2[CH:23]=[C:22]([C:26]3[CH:31]=[CH:30][CH:29]=[CH:28][C:27]=3/[CH:32]=[CH:33]/[C:34]([O:36][CH2:37][CH3:38])=[O:35])[CH:21]=[CH:20][CH:25]=2)[CH:6]=[CH:5][CH:4]=[CH:3][CH:2]=1. (3) Given the reactants COC([CH:5]1[C:12](=[O:13])[NH:11][C:8]2([CH2:10][CH2:9]2)[C:7]2([CH2:16][N:15]([C:17]([O:19][C:20]([CH3:23])([CH3:22])[CH3:21])=[O:18])[CH2:14]2)[C:6]1=[O:24])=O, predict the reaction product. The product is: [C:20]([O:19][C:17]([N:15]1[CH2:16][C:7]2([C:6](=[O:24])[CH2:5][C:12](=[O:13])[NH:11][C:8]32[CH2:10][CH2:9]3)[CH2:14]1)=[O:18])([CH3:23])([CH3:21])[CH3:22].